This data is from Peptide-MHC class I binding affinity with 185,985 pairs from IEDB/IMGT. The task is: Regression. Given a peptide amino acid sequence and an MHC pseudo amino acid sequence, predict their binding affinity value. This is MHC class I binding data. (1) The peptide sequence is RPRQRGIPF. The MHC is HLA-B46:01 with pseudo-sequence HLA-B46:01. The binding affinity (normalized) is 0.0847. (2) The peptide sequence is YRFRKSSKK. The MHC is HLA-B15:17 with pseudo-sequence HLA-B15:17. The binding affinity (normalized) is 0.0847. (3) The MHC is HLA-A02:01 with pseudo-sequence HLA-A02:01. The binding affinity (normalized) is 0.339. The peptide sequence is VVIPMLNPFI. (4) The MHC is HLA-A69:01 with pseudo-sequence HLA-A69:01. The peptide sequence is AELIDSFTW. The binding affinity (normalized) is 0.0847. (5) The peptide sequence is ETALAIIRR. The MHC is HLA-A02:01 with pseudo-sequence HLA-A02:01. The binding affinity (normalized) is 0.0847. (6) The peptide sequence is TVLEFILQK. The MHC is HLA-A68:02 with pseudo-sequence HLA-A68:02. The binding affinity (normalized) is 0.236.